This data is from Full USPTO retrosynthesis dataset with 1.9M reactions from patents (1976-2016). The task is: Predict the reactants needed to synthesize the given product. (1) Given the product [C:4]1(=[O:12])[N:5]([CH2:6][CH3:7])[C:1](=[O:17])[C:2]2=[CH:16][CH:15]=[CH:14][CH:13]=[C:3]12.[I:18][C:19]1[CH:25]=[CH:24][C:22]([NH:23][SH:8](=[O:10])=[O:9])=[CH:21][CH:20]=1, predict the reactants needed to synthesize it. The reactants are: [C:1]1(=[O:17])[N:5]([CH2:6][CH2:7][S:8](Cl)(=[O:10])=[O:9])[C:4](=[O:12])[C:3]2=[CH:13][CH:14]=[CH:15][CH:16]=[C:2]12.[I:18][C:19]1[CH:25]=[CH:24][C:22]([NH2:23])=[CH:21][CH:20]=1. (2) Given the product [C:2]1([C:1]2[CH:32]=[C:31]([Sn:30]([CH2:26][CH2:27][CH2:28][CH3:29])([CH2:37][CH2:38][CH2:39][CH3:40])[CH2:33][CH2:34][CH2:35][CH3:36])[O:9][N:8]=2)[CH:7]=[CH:6][CH:5]=[CH:4][CH:3]=1, predict the reactants needed to synthesize it. The reactants are: [CH:1](=[N:8]/[OH:9])\[C:2]1[CH:7]=[CH:6][CH:5]=[CH:4][CH:3]=1.CC1C=CC(S([N-]Cl)(=O)=O)=CC=1.O.O.O.[Na+].[CH2:26]([Sn:30]([CH2:37][CH2:38][CH2:39][CH3:40])([CH2:33][CH2:34][CH2:35][CH3:36])[C:31]#[CH:32])[CH2:27][CH2:28][CH3:29].[OH-].[Na+].[OH-].[NH4+]. (3) Given the product [Cl:1][C:2]1[CH:7]=[C:6]([I:8])[C:5]([OH:9])=[C:4]([CH2:10][N:11]2[C:24]([CH3:25])=[CH:23][C:17]([C:18]([O:20][CH2:21][CH3:22])=[O:19])=[N:12]2)[CH:3]=1, predict the reactants needed to synthesize it. The reactants are: [Cl:1][C:2]1[CH:7]=[C:6]([I:8])[C:5]([OH:9])=[C:4]([CH2:10][NH:11][NH2:12])[CH:3]=1.C(O)C.O=[C:17]([CH2:23][C:24](=O)[CH3:25])[C:18]([O:20][CH2:21][CH3:22])=[O:19]. (4) Given the product [F:11][C:12]1[CH:13]=[CH:14][C:15]([CH2:18][CH2:19][CH:20]=[O:21])=[CH:16][CH:17]=1, predict the reactants needed to synthesize it. The reactants are: C(Cl)(=O)C(Cl)=O.CS(C)=O.[F:11][C:12]1[CH:17]=[CH:16][C:15]([CH2:18][CH2:19][CH2:20][OH:21])=[CH:14][CH:13]=1.C(N(CC)CC)C. (5) Given the product [CH2:33]([N:21]1[CH:22]=[C:23]([C:25]2[CH:30]=[CH:29][C:28]([Cl:31])=[CH:27][C:26]=2[Cl:32])[N:24]=[C:20]1[C@@H:19]([NH:37][C:49](=[O:51])[CH2:48][C:45]1[CH:44]=[CH:43][C:42]([O:41][CH2:39][CH3:40])=[CH:47][CH:46]=1)[CH2:18][C:15]1[CH:16]=[CH:17][C:12]([O:11][C:8]2[CH:9]=[CH:10][C:5]([C:4]([OH:38])=[O:3])=[CH:6][CH:7]=2)=[CH:13][CH:14]=1)[CH2:34][CH2:35][CH3:36], predict the reactants needed to synthesize it. The reactants are: Cl.C[O:3][C:4](=[O:38])[C:5]1[CH:10]=[CH:9][C:8]([O:11][C:12]2[CH:17]=[CH:16][C:15]([CH2:18][C@H:19]([NH2:37])[C:20]3[N:21]([CH2:33][CH2:34][CH2:35][CH3:36])[CH:22]=[C:23]([C:25]4[CH:30]=[CH:29][C:28]([Cl:31])=[CH:27][C:26]=4[Cl:32])[N:24]=3)=[CH:14][CH:13]=2)=[CH:7][CH:6]=1.[CH2:39]([O:41][C:42]1[CH:47]=[CH:46][C:45]([CH2:48][C:49]([OH:51])=O)=[CH:44][CH:43]=1)[CH3:40].